Dataset: Forward reaction prediction with 1.9M reactions from USPTO patents (1976-2016). Task: Predict the product of the given reaction. (1) Given the reactants [S:1]1[CH:5]=[CH:4][C:3]([CH:6]=[O:7])=[CH:2]1.[CH2:8](O)[CH2:9][OH:10].O.C1(C)C=CC(S(O)(=O)=O)=CC=1, predict the reaction product. The product is: [O:7]1[CH2:8][CH2:9][O:10][CH:6]1[C:3]1[CH:4]=[CH:5][S:1][CH:2]=1. (2) Given the reactants [I-].[CH3:2][S+](C)(C)=O.[H-].[Na+].[Br:9][C:10]1[CH:11]=[C:12]([CH:16]=[O:17])[CH:13]=[N:14][CH:15]=1, predict the reaction product. The product is: [Br:9][C:10]1[CH:15]=[N:14][CH:13]=[C:12]([CH:16]2[CH2:2][O:17]2)[CH:11]=1.